Dataset: Reaction yield outcomes from USPTO patents with 853,638 reactions. Task: Predict the reaction yield, written as a fraction of the theoretical maximum amount of product (1.0 means a 100% yield; for example, 0.34 means a 34% yield). (1) The reactants are [CH2:1]([O:5][C:6]1[C:15]([F:16])=[C:14]2[C:9]([C:10]3[CH:21]=[CH:20][C:19]([CH:22]4[CH2:27][CH2:26][CH:25]([CH2:28][CH2:29][CH2:30][CH2:31][CH3:32])[CH2:24][CH2:23]4)=[C:18]([F:33])[C:11]=3[C:12](=O)[O:13]2)=[CH:8][CH:7]=1)[CH2:2][CH2:3][CH3:4].COC1C=CC(P2(SP(C3C=CC(OC)=CC=3)(=S)S2)=[S:43])=CC=1. The catalyst is ClC1C=CC=CC=1. The product is [CH2:1]([O:5][C:6]1[C:15]([F:16])=[C:14]2[C:9]([C:10]3[CH:21]=[CH:20][C:19]([CH:22]4[CH2:27][CH2:26][CH:25]([CH2:28][CH2:29][CH2:30][CH2:31][CH3:32])[CH2:24][CH2:23]4)=[C:18]([F:33])[C:11]=3[C:12](=[S:43])[O:13]2)=[CH:8][CH:7]=1)[CH2:2][CH2:3][CH3:4]. The yield is 0.650. (2) The reactants are [CH2:1]([NH:3][C:4]1[C:9]([N+:10]([O-])=O)=[CH:8][CH:7]=[C:6]([F:13])[N:5]=1)[CH3:2]. The catalyst is C1COCC1.[OH-].[OH-].[Pd+2]. The product is [NH2:10][C:9]1[C:4]([NH:3][CH2:1][CH3:2])=[N:5][C:6]([F:13])=[CH:7][CH:8]=1. The yield is 0.950. (3) The reactants are [Cl:1][C:2]1[O:6][C:5]([CH2:7][C:8]2[CH:15]=[CH:14][C:11]([CH:12]=O)=[CH:10][CH:9]=2)=[CH:4][CH:3]=1.[N+:16]([CH3:19])([O-:18])=[O:17].C([O-])(=O)C.[NH4+].[BH4-].[Na+]. The yield is 0.620. The catalyst is O.C(O)(=O)C. The product is [Cl:1][C:2]1[O:6][C:5]([CH2:7][C:8]2[CH:15]=[CH:14][C:11]([CH2:12][CH2:19][N+:16]([O-:18])=[O:17])=[CH:10][CH:9]=2)=[CH:4][CH:3]=1. (4) The reactants are [CH3:1][N:2]1[CH:6]=[C:5]([C:7]2[CH:8]=[C:9]3[C:14](=[CH:15][N:16]=2)[NH:13][CH2:12][CH2:11][CH2:10]3)[CH:4]=[N:3]1.Br[C:18]1[C:22]2[CH2:23][N:24]([C:27](=[O:29])[CH3:28])[CH2:25][CH2:26][C:21]=2[N:20]([CH:30]2[CH2:35][CH2:34][O:33][CH2:32][CH2:31]2)[N:19]=1.C(O[Na])(C)(C)C. The catalyst is O1CCOCC1.Cl[Pd-3](Cl)(=C1N(C2C(C(CC)CC)=CC=CC=2C(CC)CC)C=CN1C1C(C(CC)CC)=CC=CC=1C(CC)CC)C1C(Cl)=CC=CN=1. The product is [CH3:1][N:2]1[CH:6]=[C:5]([C:7]2[CH:8]=[C:9]3[C:14](=[CH:15][N:16]=2)[N:13]([C:18]2[C:22]4[CH2:23][N:24]([C:27](=[O:29])[CH3:28])[CH2:25][CH2:26][C:21]=4[N:20]([CH:30]4[CH2:35][CH2:34][O:33][CH2:32][CH2:31]4)[N:19]=2)[CH2:12][CH2:11][CH2:10]3)[CH:4]=[N:3]1. The yield is 0.110. (5) The reactants are C([O:4][CH:5]1[CH2:13][CH:8]2[O:9][C:10](=[O:12])[CH2:11][CH:7]2[CH:6]1[CH2:14][O:15]C(=O)C)(=O)C.C(=O)([O-])[O-].[K+].[K+].C(OCC)(=O)C.C(OCC)C. The catalyst is CO. The product is [OH:4][CH:5]1[CH2:13][CH:8]2[O:9][C:10](=[O:12])[CH2:11][CH:7]2[CH:6]1[CH2:14][OH:15]. The yield is 0.540. (6) The reactants are C([Li])CCC.C(NC(C)C)(C)C.[C:13]([O:16][C:17]([CH3:20])([CH3:19])[CH3:18])(=[O:15])[CH3:14].[CH3:21][C@H:22]([C@H:34]([CH3:38])[CH2:35][CH2:36][CH3:37])[CH:23]=[N:24][S:25]([C:27]1[CH:32]=[CH:31][C:30]([CH3:33])=[CH:29][CH:28]=1)=[O:26]. The catalyst is C1COCC1.CC(C)[O-].CC(C)[O-].CC(C)[O-].Cl[Ti+3]. The product is [C:17]([O:16][C:13](=[O:15])[CH2:14][C@@H:23]([NH:24][S:25]([C:27]1[CH:32]=[CH:31][C:30]([CH3:33])=[CH:29][CH:28]=1)=[O:26])[C@H:22]([CH3:21])[C@H:34]([CH3:38])[CH2:35][CH2:36][CH3:37])([CH3:20])([CH3:19])[CH3:18]. The yield is 0.539. (7) The reactants are C(O)(C(F)(F)F)=O.[N+:8]([C:11]1[CH:12]=[N:13][CH:14]=[CH:15][C:16]=1[C:17]1[CH2:18][CH2:19][N:20](C(OC(C)(C)C)=O)[CH2:21][CH:22]=1)([O-:10])=[O:9]. The catalyst is C(Cl)Cl. The product is [N+:8]([C:11]1[CH:12]=[N:13][CH:14]=[CH:15][C:16]=1[C:17]1[CH2:18][CH2:19][NH:20][CH2:21][CH:22]=1)([O-:10])=[O:9]. The yield is 0.880. (8) The reactants are [N:1]1([C:7]([O:9][CH2:10][C:11]2[CH:16]=[CH:15][CH:14]=[CH:13][CH:12]=2)=[O:8])[CH2:6][CH2:5][NH:4][CH2:3][CH2:2]1.C([O-])([O-])=O.[K+].[K+].Br[CH2:24][CH2:25][Cl:26]. The catalyst is C(#N)C. The product is [Cl:26][CH2:25][CH2:24][N:4]1[CH2:5][CH2:6][N:1]([C:7]([O:9][CH2:10][C:11]2[CH:16]=[CH:15][CH:14]=[CH:13][CH:12]=2)=[O:8])[CH2:2][CH2:3]1. The yield is 0.500. (9) The reactants are [CH3:1][S:2]([C:5]1[CH:10]=[CH:9][C:8]([NH:11][C:12]2[C:17]([N+:18]([O-:20])=[O:19])=[C:16]([O:21][CH:22]3[CH2:27][CH2:26][NH:25][CH2:24][CH2:23]3)[N:15]=[CH:14][N:13]=2)=[CH:7][CH:6]=1)(=[O:4])=[O:3].Cl[C:29]([O:31][CH2:32][CH3:33])=[O:30].C(N(CC)CC)C. The catalyst is CN(C=O)C. The product is [CH2:32]([O:31][C:29]([N:25]1[CH2:26][CH2:27][CH:22]([O:21][C:16]2[C:17]([N+:18]([O-:20])=[O:19])=[C:12]([NH:11][C:8]3[CH:9]=[CH:10][C:5]([S:2]([CH3:1])(=[O:4])=[O:3])=[CH:6][CH:7]=3)[N:13]=[CH:14][N:15]=2)[CH2:23][CH2:24]1)=[O:30])[CH3:33]. The yield is 0.890.